Dataset: Forward reaction prediction with 1.9M reactions from USPTO patents (1976-2016). Task: Predict the product of the given reaction. (1) Given the reactants [BH4-].[K+].[CH3:3][C:4]1([CH3:21])[NH:8][C@H:7]([CH2:9][OH:10])[C@@H:6]([C:11]2[CH:16]=[CH:15][C:14]([S:17]([CH3:20])(=[O:19])=[O:18])=[CH:13][CH:12]=2)[O:5]1.C(=O)([O-])[O-].[K+].[K+].[Cl:28][CH:29]([Cl:33])[C:30](Cl)=[O:31], predict the reaction product. The product is: [Cl:28][CH:29]([Cl:33])[C:30]([N:8]1[C@H:7]([CH2:9][OH:10])[C@@H:6]([C:11]2[CH:16]=[CH:15][C:14]([S:17]([CH3:20])(=[O:18])=[O:19])=[CH:13][CH:12]=2)[O:5][C:4]1([CH3:21])[CH3:3])=[O:31]. (2) Given the reactants Br[C:2]1[CH:11]=[C:10]2[C:5]([CH:6]=[C:7]([C:13]3[CH:18]=[CH:17][CH:16]=[CH:15][C:14]=3[S:19]([CH3:22])(=[O:21])=[O:20])[NH:8][C:9]2=[O:12])=[CH:4][CH:3]=1.[OH:23][CH2:24][C@@H:25]1[O:29][C:28](=[O:30])[NH:27][CH2:26]1.C(=O)([O-])[O-].[K+].[K+].CNCCNC.[Cl-].[NH4+], predict the reaction product. The product is: [OH:23][CH2:24][C@@H:25]1[O:29][C:28](=[O:30])[N:27]([C:2]2[CH:11]=[C:10]3[C:5]([CH:6]=[C:7]([C:13]4[CH:18]=[CH:17][CH:16]=[CH:15][C:14]=4[S:19]([CH3:22])(=[O:21])=[O:20])[NH:8][C:9]3=[O:12])=[CH:4][CH:3]=2)[CH2:26]1. (3) Given the reactants [N+:1]([C:4]1[CH:9]=[CH:8][CH:7]=[C:6]([CH2:10]SC(C)C)[CH:5]=1)([O-:3])=[O:2].Cl[C:16]1[CH:21]=CC=C(C(OO)=O)[CH:17]=1.[S:26]([O-:29])(O)=[O:27].[Na+], predict the reaction product. The product is: [N+:1]([C:4]1[CH:9]=[CH:8][CH:7]=[C:6]([CH2:10][S:26]([CH:16]([CH3:21])[CH3:17])(=[O:29])=[O:27])[CH:5]=1)([O-:3])=[O:2]. (4) Given the reactants Br[CH2:2][C:3]([C:5]1[CH:10]=[CH:9][C:8]([OH:11])=[C:7]([O:12][CH3:13])[CH:6]=1)=O.[NH2:14][C:15]1[CH:20]=[CH:19][C:18]([I:21])=[CH:17][N:16]=1, predict the reaction product. The product is: [OH:11][C:8]1[CH:9]=[CH:10][C:5]([C:3]2[N:14]=[C:15]3[CH:20]=[CH:19][C:18]([I:21])=[CH:17][N:16]3[CH:2]=2)=[CH:6][C:7]=1[O:12][CH3:13]. (5) The product is: [Cl:1][C:2]1[CH:7]=[CH:6][N:5]=[C:4]2[CH:8]=[C:9]([C:11]3[S:12][C:13]([C:17]([N:20]4[CH2:25][CH2:24][O:23][CH2:22][CH2:21]4)=[O:18])=[C:14]([CH3:16])[N:15]=3)[S:10][C:3]=12. Given the reactants [Cl:1][C:2]1[CH:7]=[CH:6][N:5]=[C:4]2[CH:8]=[C:9]([C:11]3[S:12][C:13]([C:17](Cl)=[O:18])=[C:14]([CH3:16])[N:15]=3)[S:10][C:3]=12.[NH:20]1[CH2:25][CH2:24][O:23][CH2:22][CH2:21]1, predict the reaction product. (6) Given the reactants Cl[C:2]1[N:7]=[C:6]([C:8]2[CH:13]=[CH:12][CH:11]=[CH:10][CH:9]=2)[N:5]=[C:4]([NH:14][CH:15]([CH3:17])[CH3:16])[N:3]=1.[F:18][C:19]1[N:24]=[CH:23][C:22]([NH2:25])=[CH:21][CH:20]=1.C(O[Na])(C)(C)C, predict the reaction product. The product is: [F:18][C:19]1[N:24]=[CH:23][C:22]([NH:25][C:2]2[N:3]=[C:4]([NH:14][CH:15]([CH3:17])[CH3:16])[N:5]=[C:6]([C:8]3[CH:13]=[CH:12][CH:11]=[CH:10][CH:9]=3)[N:7]=2)=[CH:21][CH:20]=1. (7) Given the reactants [CH3:1][O:2][C:3]1[CH:4]=[C:5]([C:10]([C@@H:12]2[C@:21]3([CH3:22])[C@H:16]([C:17]([CH3:24])([CH3:23])[CH2:18][CH2:19][CH2:20]3)[CH2:15][CH:14]([NH:25][CH2:26][CH2:27][CH2:28][NH:29]C(=O)OC(C)(C)C)[C@H:13]2[CH3:37])=[O:11])[CH:6]=[C:7]([CH3:9])[CH:8]=1.[ClH:38].O1CCOCC1, predict the reaction product. The product is: [ClH:38].[ClH:38].[NH2:29][CH2:28][CH2:27][CH2:26][NH:25][CH:14]1[C@@H:13]([CH3:37])[C@H:12]([C:10]([C:5]2[CH:6]=[C:7]([CH3:9])[CH:8]=[C:3]([O:2][CH3:1])[CH:4]=2)=[O:11])[C@:21]2([CH3:22])[C@H:16]([C:17]([CH3:23])([CH3:24])[CH2:18][CH2:19][CH2:20]2)[CH2:15]1. (8) Given the reactants [CH2:1]([O:5][CH2:6][CH2:7][O:8][C:9]1[CH:14]=[CH:13][C:12]([C:15]2[CH:16]=[CH:17][C:18]3[N:24]([CH2:25][CH:26]([CH3:28])[CH3:27])[CH2:23][CH2:22][C:21]([C:29]([NH:31][C:32]4[CH:37]=[CH:36][C:35]([S:38][CH2:39][C:40]5[CH:41]=[N:42][CH:43]=[CH:44][CH:45]=5)=[C:34]([C:46]([F:49])([F:48])[F:47])[CH:33]=4)=[O:30])=[CH:20][C:19]=3[CH:50]=2)=[CH:11][CH:10]=1)[CH2:2][CH2:3][CH3:4].ClC1C=CC=C(C(OO)=[O:59])C=1.S([O-])([O-])(=O)=S.[Na+].[Na+], predict the reaction product. The product is: [CH2:1]([O:5][CH2:6][CH2:7][O:8][C:9]1[CH:14]=[CH:13][C:12]([C:15]2[CH:16]=[CH:17][C:18]3[N:24]([CH2:25][CH:26]([CH3:27])[CH3:28])[CH2:23][CH2:22][C:21]([C:29]([NH:31][C:32]4[CH:37]=[CH:36][C:35]([S:38]([CH2:39][C:40]5[CH:41]=[N:42][CH:43]=[CH:44][CH:45]=5)=[O:59])=[C:34]([C:46]([F:49])([F:48])[F:47])[CH:33]=4)=[O:30])=[CH:20][C:19]=3[CH:50]=2)=[CH:11][CH:10]=1)[CH2:2][CH2:3][CH3:4]. (9) Given the reactants [F:1][C:2]([F:30])([F:29])[C:3]([C:9]1[CH:28]=[CH:27][C:12]([CH2:13][N:14]2[CH2:19][CH2:18][N:17](C(OC(C)(C)C)=O)[CH2:16][CH2:15]2)=[CH:11][CH:10]=1)([OH:8])[C:4]([F:7])([F:6])[F:5].FC(F)(F)C(O)=O, predict the reaction product. The product is: [F:29][C:2]([F:1])([F:30])[C:3]([C:9]1[CH:10]=[CH:11][C:12]([CH2:13][N:14]2[CH2:15][CH2:16][NH:17][CH2:18][CH2:19]2)=[CH:27][CH:28]=1)([OH:8])[C:4]([F:7])([F:6])[F:5].